Dataset: Catalyst prediction with 721,799 reactions and 888 catalyst types from USPTO. Task: Predict which catalyst facilitates the given reaction. (1) Reactant: C(OC([NH:8][C@H:9](C(O)=O)[CH2:10]C1N=CNC=1)=O)(C)(C)C.[OH:19][C:20]1[C:28]2N=NN[C:24]=2[CH:23]=[CH:22][CH:21]=1.[CH:29](N=C=NC(C)C)(C)C. Product: [CH3:29][O:19][C:20]1[CH:21]=[CH:22][CH:23]=[CH:24][C:28]=1[C@@H:9]([NH2:8])[CH3:10]. The catalyst class is: 9. (2) Reactant: Cl[CH2:2][CH2:3][C:4]1[C:12]2[C:7](=[N:8][CH:9]=[CH:10][CH:11]=2)[NH:6][CH:5]=1.[I-].[Na+].[NH3:15]. Product: [NH:6]1[C:7]2=[N:8][CH:9]=[CH:10][CH:11]=[C:12]2[C:4]([CH2:3][CH2:2][NH2:15])=[CH:5]1. The catalyst class is: 5. (3) Reactant: Cl[C:2]1[CH:7]=[N:6][CH:5]=[C:4]([Cl:8])[N:3]=1.[NH2:9][C:10]1[CH:18]=[CH:17][C:13]([C:14]([OH:16])=[O:15])=[CH:12][CH:11]=1.CC([O-])(C)C.[Na+].CC1(C)C2C(=C(P(C3C=CC=CC=3)C3C=CC=CC=3)C=CC=2)OC2C(P(C3C=CC=CC=3)C3C=CC=CC=3)=CC=CC1=2. Product: [Cl:8][C:4]1[N:3]=[C:2]([NH:9][C:10]2[CH:18]=[CH:17][C:13]([C:14]([OH:16])=[O:15])=[CH:12][CH:11]=2)[CH:7]=[N:6][CH:5]=1. The catalyst class is: 62. (4) Reactant: [H-].[Na+].[OH:3][C:4]1[CH:5]=[C:6]2[C:10](=[CH:11][CH:12]=1)[NH:9][CH:8]=[CH:7]2.[NH2:13][C:14]1[N:19]=[C:18](Cl)[CH:17]=[C:16]([Cl:21])[N:15]=1. Product: [Cl:21][C:16]1[CH:17]=[C:18]([O:3][C:4]2[CH:5]=[C:6]3[C:10](=[CH:11][CH:12]=2)[NH:9][CH:8]=[CH:7]3)[N:19]=[C:14]([NH2:13])[N:15]=1. The catalyst class is: 16.